From a dataset of Full USPTO retrosynthesis dataset with 1.9M reactions from patents (1976-2016). Predict the reactants needed to synthesize the given product. (1) Given the product [O:33]([C:22]1[N:21]=[C:20]([NH:19][C:11]2[CH:10]=[C:9]([O:8][CH3:7])[C:14]([O:15][CH3:16])=[C:13]([O:17][CH3:18])[CH:12]=2)[CH:25]=[N:24][CH:23]=1)[C:27]1[CH:32]=[CH:31][CH:30]=[CH:29][CH:28]=1, predict the reactants needed to synthesize it. The reactants are: C([O-])([O-])=O.[K+].[K+].[CH3:7][O:8][C:9]1[CH:10]=[C:11]([NH:19][C:20]2[CH:25]=[N:24][CH:23]=[C:22](Cl)[N:21]=2)[CH:12]=[C:13]([O:17][CH3:18])[C:14]=1[O:15][CH3:16].[C:27]1([OH:33])[CH:32]=[CH:31][CH:30]=[CH:29][CH:28]=1. (2) Given the product [CH3:1][C:2]1[C:30]([C:31]([F:34])([F:32])[F:33])=[CH:29][CH:28]=[CH:27][C:3]=1[CH2:4][N:5]1[C:10](=[O:11])[C:9]([C:12]2[NH:51][N:50]=[N:49][N:13]=2)=[CH:8][N:7]([C:14]2[CH:19]=[CH:18][C:17]([N:20]3[CH2:24][CH2:23][NH:22][C:21]3=[O:25])=[CH:16][CH:15]=2)[C:6]1=[O:26], predict the reactants needed to synthesize it. The reactants are: [CH3:1][C:2]1[C:30]([C:31]([F:34])([F:33])[F:32])=[CH:29][CH:28]=[CH:27][C:3]=1[CH2:4][N:5]1[C:10](=[O:11])[C:9]([C:12]#[N:13])=[CH:8][N:7]([C:14]2[CH:19]=[CH:18][C:17]([N:20]3[CH2:24][CH2:23][NH:22][C:21]3=[O:25])=[CH:16][CH:15]=2)[C:6]1=[O:26].C([Sn](=O)CCCC)CCC.C[Si]([N:49]=[N+:50]=[N-:51])(C)C.C(O)C. (3) The reactants are: [N:1]1([C:7]([N:9]2[CH2:14][CH:13]([C:15]3[CH:20]=[CH:19][C:18]([C:21]([F:24])([F:23])[F:22])=[CH:17][CH:16]=3)[CH2:12][CH:11]([C:25](=[S:27])[NH2:26])[CH2:10]2)=[O:8])[CH2:6][CH2:5][O:4][CH2:3][CH2:2]1.Cl[CH2:29][C:30]([C:32]1[CH:37]=[CH:36][C:35]([F:38])=[CH:34][CH:33]=1)=O. Given the product [F:38][C:35]1[CH:36]=[CH:37][C:32]([C:30]2[N:26]=[C:25]([CH:11]3[CH2:12][CH:13]([C:15]4[CH:20]=[CH:19][C:18]([C:21]([F:22])([F:23])[F:24])=[CH:17][CH:16]=4)[CH2:14][N:9]([C:7]([N:1]4[CH2:6][CH2:5][O:4][CH2:3][CH2:2]4)=[O:8])[CH2:10]3)[S:27][CH:29]=2)=[CH:33][CH:34]=1, predict the reactants needed to synthesize it. (4) Given the product [CH3:28][O:29][C:30]1[CH:35]=[C:34]([C:2]2[N:3]=[C:4]([N:22]3[CH2:27][CH2:26][O:25][CH2:24][CH2:23]3)[C:5]3[O:10][C:9]([CH2:11][N:12]4[CH2:17][CH2:16][N:15]([S:18]([CH3:21])(=[O:20])=[O:19])[CH2:14][CH2:13]4)=[CH:8][C:6]=3[N:7]=2)[CH:33]=[N:32][CH:31]=1, predict the reactants needed to synthesize it. The reactants are: Cl[C:2]1[N:3]=[C:4]([N:22]2[CH2:27][CH2:26][O:25][CH2:24][CH2:23]2)[C:5]2[O:10][C:9]([CH2:11][N:12]3[CH2:17][CH2:16][N:15]([S:18]([CH3:21])(=[O:20])=[O:19])[CH2:14][CH2:13]3)=[CH:8][C:6]=2[N:7]=1.[CH3:28][O:29][C:30]1[CH:31]=[N:32][CH:33]=[C:34](B2OC(C)(C)C(C)(C)O2)[CH:35]=1. (5) Given the product [F:16][C:17]1[CH:18]=[CH:19][C:20]([CH3:37])=[C:21]([C:23]([CH3:35])([CH3:36])[CH2:24][C@:25]([OH:34])([C:30]([F:32])([F:33])[F:31])[CH2:26][C:27]([OH:29])=[O:28])[CH:22]=1, predict the reactants needed to synthesize it. The reactants are: C(OC(C)=O)CCC.CCCCCCC.[F:16][C:17]1[CH:18]=[CH:19][C:20]([CH3:37])=[C:21]([C:23]([CH3:36])([CH3:35])[CH2:24][C:25]([OH:34])([C:30]([F:33])([F:32])[F:31])[CH2:26][C:27]([OH:29])=[O:28])[CH:22]=1.C1C2C(=CC=CC=2)[C@@H](N)[C@H]1O. (6) Given the product [C:1]1([C:8]2[CH:13]=[CH:12][CH:11]=[CH:10][C:9]=2[N:14]2[CH2:21][CH2:20][NH:19][CH2:18][CH2:17]2)[CH2:7][CH2:6][CH2:5][CH2:4][CH2:3][CH:2]=1, predict the reactants needed to synthesize it. The reactants are: [C:1]1([C:8]2[CH:13]=[CH:12][CH:11]=[CH:10][C:9]=2[NH2:14])[CH2:7][CH2:6][CH2:5][CH2:4][CH2:3][CH:2]=1.Cl.Cl[CH2:17][CH2:18][NH:19][CH2:20][CH2:21]Cl.